This data is from Full USPTO retrosynthesis dataset with 1.9M reactions from patents (1976-2016). The task is: Predict the reactants needed to synthesize the given product. (1) Given the product [Cl:23][C:24]1[CH:29]=[C:28]([Cl:30])[CH:27]=[CH:26][C:25]=1[CH2:31][NH:32][C:33]([N:11]1[CH2:12][CH2:13][CH:9]([NH:8][C:3]2[N:4]=[CH:5][CH:6]=[CH:7][N:2]=2)[CH2:10]1)=[O:34], predict the reactants needed to synthesize it. The reactants are: Cl.[N:2]1[CH:7]=[CH:6][CH:5]=[N:4][C:3]=1[NH:8][CH:9]1[CH2:13][CH2:12][NH:11][CH2:10]1.C(N(C(C)C)CC)(C)C.[Cl:23][C:24]1[CH:29]=[C:28]([Cl:30])[CH:27]=[CH:26][C:25]=1[CH2:31][N:32]=[C:33]=[O:34]. (2) Given the product [Cl:1][C:2]1[CH:9]=[CH:8][CH:7]=[CH:6][C:3]=1[CH:4]=[N:18][O:28][CH3:27], predict the reactants needed to synthesize it. The reactants are: [Cl:1][C:2]1[CH:9]=[CH:8][CH:7]=[CH:6][C:3]=1[CH:4]=O.BrC1C=CC(N)=NC=1.[N:18]1C=CC=CC=1.CCO[C:27](C)=[O:28]. (3) Given the product [Cl:1][C:2]1[CH:7]=[CH:6][C:5]([C:18](=[O:20])[CH3:19])=[C:4]([O:9][CH3:10])[CH:3]=1, predict the reactants needed to synthesize it. The reactants are: [Cl:1][C:2]1[CH:7]=[CH:6][C:5](I)=[C:4]([O:9][CH3:10])[CH:3]=1.C(N(CC)CC)C.[CH:18]([O:20]CCCC)=[CH2:19].